From a dataset of Peptide-MHC class I binding affinity with 185,985 pairs from IEDB/IMGT. Regression. Given a peptide amino acid sequence and an MHC pseudo amino acid sequence, predict their binding affinity value. This is MHC class I binding data. (1) The peptide sequence is STTVKAACWW. The MHC is HLA-A26:01 with pseudo-sequence HLA-A26:01. The binding affinity (normalized) is 0. (2) The peptide sequence is RIYKRSLKL. The MHC is HLA-A29:02 with pseudo-sequence HLA-A29:02. The binding affinity (normalized) is 0.0847. (3) The peptide sequence is RRHWGGNVL. The MHC is HLA-A03:01 with pseudo-sequence HLA-A03:01. The binding affinity (normalized) is 0.0847. (4) The peptide sequence is YLIPFIWFV. The MHC is HLA-E01:01 with pseudo-sequence HLA-E01:03. The binding affinity (normalized) is 0.0847. (5) The peptide sequence is SLLKTHRMCK. The MHC is HLA-A03:01 with pseudo-sequence HLA-A03:01. The binding affinity (normalized) is 0.760. (6) The peptide sequence is WRNATIPLF. The MHC is Mamu-A07 with pseudo-sequence Mamu-A07. The binding affinity (normalized) is 0.409. (7) The binding affinity (normalized) is 0. The peptide sequence is KPSNSEDLL. The MHC is HLA-A24:02 with pseudo-sequence HLA-A24:02. (8) The peptide sequence is WIYHTQGYF. The MHC is HLA-B35:03 with pseudo-sequence HLA-B35:03. The binding affinity (normalized) is 0. (9) The peptide sequence is NSNINIIHI. The MHC is H-2-Db with pseudo-sequence H-2-Db. The binding affinity (normalized) is 0.681. (10) The peptide sequence is FANNGFTLV. The MHC is HLA-A02:03 with pseudo-sequence HLA-A02:03. The binding affinity (normalized) is 1.00.